From a dataset of Full USPTO retrosynthesis dataset with 1.9M reactions from patents (1976-2016). Predict the reactants needed to synthesize the given product. (1) Given the product [C:21]1([CH:14]([C:15]2[CH:16]=[CH:17][CH:18]=[CH:19][CH:20]=2)[CH2:13][C:12]([N:9]2[CH2:10][CH2:11][N:6]([CH2:5][C:4]([OH:28])=[O:3])[CH2:7][CH2:8]2)=[O:27])[CH:22]=[CH:23][CH:24]=[CH:25][CH:26]=1, predict the reactants needed to synthesize it. The reactants are: C([O:3][C:4](=[O:28])[CH2:5][N:6]1[CH2:11][CH2:10][N:9]([C:12](=[O:27])[CH2:13][CH:14]([C:21]2[CH:26]=[CH:25][CH:24]=[CH:23][CH:22]=2)[C:15]2[CH:20]=[CH:19][CH:18]=[CH:17][CH:16]=2)[CH2:8][CH2:7]1)C.[Li+].[OH-]. (2) Given the product [Cl:23][C:2]1[CH:7]=[C:6]([C:8]2[CH:13]=[CH:12][CH:11]=[C:10]([C:14]([F:17])([F:16])[F:15])[CH:9]=2)[N:5]=[C:4]([C:18]#[N:20])[N:3]=1, predict the reactants needed to synthesize it. The reactants are: O[C:2]1[CH:7]=[C:6]([C:8]2[CH:13]=[CH:12][CH:11]=[C:10]([C:14]([F:17])([F:16])[F:15])[CH:9]=2)[N:5]=[C:4]([C:18]([NH2:20])=O)[N:3]=1.P(Cl)(Cl)([Cl:23])=O.